From a dataset of Reaction yield outcomes from USPTO patents with 853,638 reactions. Predict the reaction yield, written as a fraction of the theoretical maximum amount of product (1.0 means a 100% yield; for example, 0.34 means a 34% yield). (1) The reactants are [Cl:1][C:2]1[N:10]=[C:9]2[C:5]([N:6]=[CH:7][N:8]2[CH3:11])=[C:4]([N:12]2[CH2:17][CH2:16][O:15][CH2:14][CH2:13]2)[N:3]=1.CN(CCN(C)C)C.[Li]CCCC.[C:31]([O:35][C:36]([N:38]1[CH2:43][CH2:42][C:41](=[O:44])[CH2:40][CH2:39]1)=[O:37])([CH3:34])([CH3:33])[CH3:32]. The catalyst is C1COCC1. The product is [C:31]([O:35][C:36]([N:38]1[CH2:43][CH2:42][C:41]([C:7]2[N:8]([CH3:11])[C:9]3[C:5]([N:6]=2)=[C:4]([N:12]2[CH2:17][CH2:16][O:15][CH2:14][CH2:13]2)[N:3]=[C:2]([Cl:1])[N:10]=3)([OH:44])[CH2:40][CH2:39]1)=[O:37])([CH3:34])([CH3:32])[CH3:33]. The yield is 0.710. (2) The catalyst is O. The yield is 0.500. The reactants are [CH3:1][O:2][C:3]1[C:9]2[CH:10]=[CH:11][CH:12]=[CH:13][C:8]=2[NH:7][C:6]2[CH:14]=[CH:15][CH:16]=[CH:17][C:5]=2[CH:4]=1.C(#N)C.[O:21]([C:23]#[N:24])[Na].C1(C)C=CC(S([O-])(=O)=O)=CC=1.[NH+]1C=CC=CC=1. The product is [CH3:1][O:2][C:3]1[C:9]2[CH:10]=[CH:11][CH:12]=[CH:13][C:8]=2[N:7]([C:23]([NH2:24])=[O:21])[C:6]2[CH:14]=[CH:15][CH:16]=[CH:17][C:5]=2[CH:4]=1. (3) The reactants are [CH3:1][O:2][C:3](=[O:28])[C@@H:4]([N:13]([CH2:21][C:22]1[CH:27]=[CH:26][CH:25]=[CH:24][CH:23]=1)[CH2:14][C:15]1[CH:20]=[CH:19][CH:18]=[CH:17][CH:16]=1)[CH2:5][C:6]1[CH:11]=[CH:10][C:9]([OH:12])=[CH:8][CH:7]=1.C(=O)([O-])[O-].[K+].[K+].[CH3:35][O:36][CH2:37]Cl. The catalyst is C(#N)C. The product is [CH3:1][O:2][C:3](=[O:28])[C@@H:4]([N:13]([CH2:14][C:15]1[CH:16]=[CH:17][CH:18]=[CH:19][CH:20]=1)[CH2:21][C:22]1[CH:23]=[CH:24][CH:25]=[CH:26][CH:27]=1)[CH2:5][C:6]1[CH:7]=[CH:8][C:9]([O:12][CH2:35][O:36][CH3:37])=[CH:10][CH:11]=1. The yield is 0.960. (4) The reactants are CC1(C)C(C)(C)OB([C:9]2[C:10]([C:14]([F:17])([F:16])[F:15])=[N:11][NH:12][CH:13]=2)O1.Cl[C:20]1[C:29]([N:30]([CH:32]([CH3:34])[CH3:33])[CH3:31])=[N:28][C:27]2[C:22](=[CH:23][CH:24]=[C:25]([C:35]([O:37][CH3:38])=[O:36])[CH:26]=2)[N:21]=1.C(=O)([O-])[O-].[Na+].[Na+]. The yield is 0.300. The product is [CH:32]([N:30]([CH3:31])[C:29]1[C:20]([C:9]2[C:10]([C:14]([F:15])([F:16])[F:17])=[N:11][NH:12][CH:13]=2)=[N:21][C:22]2[C:27]([N:28]=1)=[CH:26][C:25]([C:35]([O:37][CH3:38])=[O:36])=[CH:24][CH:23]=2)([CH3:34])[CH3:33]. The catalyst is COCCOC.O.C1C=CC([P]([Pd]([P](C2C=CC=CC=2)(C2C=CC=CC=2)C2C=CC=CC=2)([P](C2C=CC=CC=2)(C2C=CC=CC=2)C2C=CC=CC=2)[P](C2C=CC=CC=2)(C2C=CC=CC=2)C2C=CC=CC=2)(C2C=CC=CC=2)C2C=CC=CC=2)=CC=1. (5) The reactants are [NH2:1][C:2]1[CH:7]=[CH:6][CH:5]=[CH:4][C:3]=1[C:8]1[CH:13]=[CH:12][C:11]([C:14]([N:16]2[CH2:21][CH2:20][C:19]([CH2:23][N:24]3[C:29](=[O:30])[C:28]4=[CH:31][CH:32]=[CH:33][N:27]4[N:26]=[CH:25]3)([OH:22])[CH2:18][CH2:17]2)=[O:15])=[CH:10][CH:9]=1.C(N(CC)CC)C.[CH3:41][C:42](=[CH2:46])[C:43](Cl)=[O:44]. The catalyst is ClCCl. The product is [OH:22][C:19]1([CH2:23][N:24]2[C:29](=[O:30])[C:28]3=[CH:31][CH:32]=[CH:33][N:27]3[N:26]=[CH:25]2)[CH2:18][CH2:17][N:16]([C:14]([C:11]2[CH:12]=[CH:13][C:8]([C:3]3[CH:4]=[CH:5][CH:6]=[CH:7][C:2]=3[NH:1][C:43](=[O:44])[C:42]([CH3:46])=[CH2:41])=[CH:9][CH:10]=2)=[O:15])[CH2:21][CH2:20]1. The yield is 0.0700. (6) The reactants are C1C(=O)N([Br:8])C(=O)C1.[F:9][C:10]1[CH:11]=[CH:12][C:13]([NH2:16])=[N:14][CH:15]=1. The catalyst is CC#N. The product is [Br:8][C:12]1[C:13]([NH2:16])=[N:14][CH:15]=[C:10]([F:9])[CH:11]=1. The yield is 0.310. (7) The reactants are Br[C:2]1[C:7](=[O:8])[N:6]([CH2:9][C:10]2[CH:15]=[CH:14][C:13]([C:16]3[C:17]([C:22]#[N:23])=[CH:18][CH:19]=[CH:20][CH:21]=3)=[CH:12][CH:11]=2)[C:5]([CH2:24][CH2:25][CH2:26][CH3:27])=[N:4][C:3]=1[CH3:28].[CH:29]([O:32][C:33]1[CH:38]=[CH:37][C:36](B(O)O)=[CH:35][CH:34]=1)([CH3:31])[CH3:30]. The catalyst is C(=O)([O-])[O-].[Cs+].[Cs+].O1CCOCC1.C(OCC)(=O)C.C1C=CC(P(C2C=CC=CC=2)[C-]2C=CC=C2)=CC=1.C1C=CC(P(C2C=CC=CC=2)[C-]2C=CC=C2)=CC=1.Cl[Pd]Cl.[Fe+2]. The product is [CH2:24]([C:5]1[N:6]([CH2:9][C:10]2[CH:15]=[CH:14][C:13]([C:16]3[C:17]([C:22]#[N:23])=[CH:18][CH:19]=[CH:20][CH:21]=3)=[CH:12][CH:11]=2)[C:7](=[O:8])[C:2]([C:36]2[CH:37]=[CH:38][C:33]([O:32][CH:29]([CH3:31])[CH3:30])=[CH:34][CH:35]=2)=[C:3]([CH3:28])[N:4]=1)[CH2:25][CH2:26][CH3:27]. The yield is 0.990. (8) The reactants are [C:1]([O:5][C:6]([CH3:9])([CH3:8])[CH3:7])(=[O:4])[NH:2][NH2:3].CCN(CC)CC.Br[CH2:18][C:19]([CH3:21])=[CH2:20]. The catalyst is CO. The product is [C:6]([O:5][C:1]([NH:2][NH:3][CH2:20][C:19]([CH3:21])=[CH2:18])=[O:4])([CH3:9])([CH3:8])[CH3:7]. The yield is 0.300.